Task: Predict the reactants needed to synthesize the given product.. Dataset: Full USPTO retrosynthesis dataset with 1.9M reactions from patents (1976-2016) (1) Given the product [Cl:7][C:8]1[C:9]([N:34]2[CH2:39][CH2:38][CH:37]([C:40]([O:42][CH2:43][CH3:44])=[O:41])[CH2:36][CH2:35]2)=[N:10][CH:11]=[C:12]([C:14](=[O:33])[NH:15][C:16]2[S:17][C:18]([CH2:27][N:28]([CH:29]3[CH2:32][CH2:31][CH2:30]3)[CH3:3])=[C:19]([C:21]3[S:22][CH:23]=[C:24]([Cl:26])[CH:25]=3)[N:20]=2)[CH:13]=1, predict the reactants needed to synthesize it. The reactants are: C=O.[C:3](O)(=O)C.[Cl:7][C:8]1[C:9]([N:34]2[CH2:39][CH2:38][CH:37]([C:40]([O:42][CH2:43][CH3:44])=[O:41])[CH2:36][CH2:35]2)=[N:10][CH:11]=[C:12]([C:14](=[O:33])[NH:15][C:16]2[S:17][C:18]([CH2:27][NH:28][CH:29]3[CH2:32][CH2:31][CH2:30]3)=[C:19]([C:21]3[S:22][CH:23]=[C:24]([Cl:26])[CH:25]=3)[N:20]=2)[CH:13]=1.[BH-](OC(C)=O)(OC(C)=O)OC(C)=O.[Na+]. (2) Given the product [ClH:27].[F:1][C:2]1[CH:22]=[CH:21][CH:20]=[C:19]([F:23])[C:3]=1[CH2:4][O:5][C:6]1[C:7]2[N:8]([C:12]([C:16]([Cl:27])=[O:17])=[C:13]([CH3:15])[N:14]=2)[CH:9]=[CH:10][CH:11]=1, predict the reactants needed to synthesize it. The reactants are: [F:1][C:2]1[CH:22]=[CH:21][CH:20]=[C:19]([F:23])[C:3]=1[CH2:4][O:5][C:6]1[C:7]2[N:8]([C:12]([C:16](O)=[O:17])=[C:13]([CH3:15])[N:14]=2)[CH:9]=[CH:10][CH:11]=1.C(Cl)(=O)C([Cl:27])=O. (3) Given the product [CH2:44]([S:45]([NH:48][C:17]([CH:15]1[CH2:14][N:13]([C:9]2[C:8]([O:20][CH2:21][CH2:22][CH2:23][C:24]([O:26][CH3:27])=[O:25])=[CH:7][C:6]([C:4]([O:3][CH2:1][CH3:2])=[O:5])=[C:11]([CH3:12])[N:10]=2)[CH2:16]1)=[O:18])(=[O:47])=[O:46])[C:38]1[CH:43]=[CH:42][CH:41]=[CH:40][CH:39]=1, predict the reactants needed to synthesize it. The reactants are: [CH2:1]([O:3][C:4]([C:6]1[CH:7]=[C:8]([O:20][CH2:21][CH2:22][CH2:23][C:24]([O:26][CH3:27])=[O:25])[C:9]([N:13]2[CH2:16][CH:15]([C:17](O)=[O:18])[CH2:14]2)=[N:10][C:11]=1[CH3:12])=[O:5])[CH3:2].C1C=CC2N(O)N=NC=2C=1.[C:38]1([CH2:44][S:45]([NH2:48])(=[O:47])=[O:46])[CH:43]=[CH:42][CH:41]=[CH:40][CH:39]=1.CCN=C=NCCCN(C)C.CCN(C(C)C)C(C)C.OS([O-])(=O)=O.[K+]. (4) Given the product [Cl:19][C:11]1[O:12][CH:13]=[C:9]([C:5]2[CH:6]=[CH:7][CH:8]=[C:3]([O:2][CH3:1])[CH:4]=2)[N:10]=1, predict the reactants needed to synthesize it. The reactants are: [CH3:1][O:2][C:3]1[CH:4]=[C:5]([C:9]2[N:10]=[CH:11][O:12][CH:13]=2)[CH:6]=[CH:7][CH:8]=1.[Li]CCCC.[Cl:19]C(Cl)(Cl)C(Cl)(Cl)Cl. (5) Given the product [CH2:1]([O:5][CH2:6][CH2:7][O:8][C:9]1[CH:10]=[CH:11][C:12]([C:15]2[CH:16]=[CH:17][C:18]3[N:24]([CH2:11][CH:12]([CH3:15])[CH3:13])[CH2:23][CH2:22][C:21]([C:25]([NH:27][C:28]4[CH:33]=[CH:32][C:31]([CH:34]([OH:42])[C:35]5[CH:40]=[CH:39][CH:38]=[CH:37][N+:36]=5[O-:41])=[C:30]([O:43][CH3:44])[CH:29]=4)=[O:26])=[CH:20][C:19]=3[CH:45]=2)=[CH:13][CH:14]=1)[CH2:2][CH2:3][CH3:4], predict the reactants needed to synthesize it. The reactants are: [CH2:1]([O:5][CH2:6][CH2:7][O:8][C:9]1[CH:14]=[CH:13][C:12]([C:15]2[CH:16]=[CH:17][C:18]3[NH:24][CH2:23][CH2:22][C:21]([C:25]([NH:27][C:28]4[CH:33]=[CH:32][C:31]([CH:34]([OH:42])[C:35]5[CH:40]=[CH:39][CH:38]=[CH:37][N+:36]=5[O-:41])=[C:30]([O:43][CH3:44])[CH:29]=4)=[O:26])=[CH:20][C:19]=3[CH:45]=2)=[CH:11][CH:10]=1)[CH2:2][CH2:3][CH3:4].O.C(=O)(O)[O-].[Na+].